Task: Regression. Given a peptide amino acid sequence and an MHC pseudo amino acid sequence, predict their binding affinity value. This is MHC class I binding data.. Dataset: Peptide-MHC class I binding affinity with 185,985 pairs from IEDB/IMGT The peptide sequence is GLLNGQGPMK. The MHC is HLA-A03:01 with pseudo-sequence HLA-A03:01. The binding affinity (normalized) is 0.790.